This data is from Reaction yield outcomes from USPTO patents with 853,638 reactions. The task is: Predict the reaction yield, written as a fraction of the theoretical maximum amount of product (1.0 means a 100% yield; for example, 0.34 means a 34% yield). (1) The reactants are [NH2:1][C:2]1[CH:7]=[C:6]([C:8]([O:10][CH2:11][CH3:12])=[O:9])[CH:5]=[CH:4][C:3]=1[NH:13][CH:14]1[CH2:19][CH2:18][N:17](C(OC(C)(C)C)=O)[CH2:16][CH2:15]1. The catalyst is O1CCOCC1. The product is [NH2:1][C:2]1[CH:7]=[C:6]([CH:5]=[CH:4][C:3]=1[NH:13][CH:14]1[CH2:19][CH2:18][NH:17][CH2:16][CH2:15]1)[C:8]([O:10][CH2:11][CH3:12])=[O:9]. The yield is 0.860. (2) The reactants are C[Si]([N:5]=[C:6]=[O:7])(C)C.[Cl:8][C:9]1[CH:10]=[CH:11][C:12]([C:15]2[N:19]([C:20]3[CH:21]=[N:22][CH:23]=[CH:24][CH:25]=3)[N:18]=[C:17]([C:26]([N:28]3[CH2:33][CH2:32][CH2:31][CH2:30][NH:29]3)=[O:27])[CH:16]=2)=[N:13][CH:14]=1.CO. The catalyst is O1CCOCC1. The product is [Cl:8][C:9]1[CH:10]=[CH:11][C:12]([C:15]2[N:19]([C:20]3[CH:21]=[N:22][CH:23]=[CH:24][CH:25]=3)[N:18]=[C:17]([C:26]([N:28]3[CH2:33][CH2:32][CH2:31][CH2:30][N:29]3[C:6](=[O:7])[NH2:5])=[O:27])[CH:16]=2)=[N:13][CH:14]=1. The yield is 0.610. (3) The reactants are C([Sn](CCCC)(CCCC)[CH2:6][O:7][CH2:8][O:9][CH3:10])CCC.[Li]CCCC.[Br:24][C:25]1[CH:30]=[CH:29][C:28]([NH:31][C:32]2[C:33]([CH:43]=[O:44])=[CH:34][C:35]3[N:39]([CH3:40])[CH:38]=[N:37][C:36]=3[C:41]=2[F:42])=[C:27]([Cl:45])[CH:26]=1. The catalyst is C1COCC1. The product is [Br:24][C:25]1[CH:30]=[CH:29][C:28]([NH:31][C:32]2[C:33]([CH:43]([OH:44])[CH2:6][O:7][CH2:8][O:9][CH3:10])=[CH:34][C:35]3[N:39]([CH3:40])[CH:38]=[N:37][C:36]=3[C:41]=2[F:42])=[C:27]([Cl:45])[CH:26]=1. The yield is 0.640. (4) The reactants are [Cl:1][C:2]1[C:6]([N:7]([CH2:19][CH3:20])[C:8](=[O:18])[CH2:9][CH2:10][S:11][CH2:12][CH2:13][C:14]([F:17])([F:16])[F:15])=[CH:5][N:4]([C:21]2[CH:22]=[N:23][CH:24]=[CH:25][CH:26]=2)[N:3]=1.[OH:27]O. The catalyst is FC(F)(F)C(O)C(F)(F)F. The product is [Cl:1][C:2]1[C:6]([N:7]([CH2:19][CH3:20])[C:8](=[O:18])[CH2:9][CH2:10][S:11]([CH2:12][CH2:13][C:14]([F:16])([F:15])[F:17])=[O:27])=[CH:5][N:4]([C:21]2[CH:22]=[N:23][CH:24]=[CH:25][CH:26]=2)[N:3]=1. The yield is 0.950. (5) The reactants are [N:1]1[N:5]2[CH:6]=[CH:7][C:8]([OH:10])=[CH:9][C:4]2=[CH:3][CH:2]=1.[F:11][C:12]([F:25])([F:24])[S:13](O[S:13]([C:12]([F:25])([F:24])[F:11])(=[O:15])=[O:14])(=[O:15])=[O:14]. The catalyst is N1C=CC=CC=1. The product is [N:1]1[N:5]2[CH:6]=[CH:7][C:8]([O:10][S:13]([C:12]([F:25])([F:24])[F:11])(=[O:15])=[O:14])=[CH:9][C:4]2=[CH:3][CH:2]=1. The yield is 0.340. (6) The reactants are P(C(C)(C)C)(C(C)(C)C)C(C)(C)C.Br[C:15]1[CH:16]=[C:17]2[C:22](=[CH:23][CH:24]=1)[N:21]([CH:25]1[CH2:29][CH2:28][N:27]([C:30]([O:32][C:33]([CH3:36])([CH3:35])[CH3:34])=[O:31])[CH2:26]1)[CH2:20][CH2:19][CH2:18]2.[F-].C([N+:42](CCCC)(CCCC)CCCC)CCC. The catalyst is C1COCC1.CO.C(Cl)Cl.C1C=CC(/C=C/C(/C=C/C2C=CC=CC=2)=O)=CC=1.C1C=CC(/C=C/C(/C=C/C2C=CC=CC=2)=O)=CC=1.C1C=CC(/C=C/C(/C=C/C2C=CC=CC=2)=O)=CC=1.[Pd].[Pd]. The product is [NH2:42][C:15]1[CH:16]=[C:17]2[C:22](=[CH:23][CH:24]=1)[N:21]([CH:25]1[CH2:29][CH2:28][N:27]([C:30]([O:32][C:33]([CH3:36])([CH3:35])[CH3:34])=[O:31])[CH2:26]1)[CH2:20][CH2:19][CH2:18]2. The yield is 0.931. (7) The reactants are [Br:1][C:2]1[CH:3]=[C:4]([Br:11])[C:5]2[N:6]([CH:8]=[CH:9][N:10]=2)[N:7]=1.[I:12]N1C(=O)CCC1=O.Cl. The catalyst is C(Cl)(Cl)Cl. The product is [Br:1][C:2]1[CH:3]=[C:4]([Br:11])[C:5]2[N:6]([C:8]([I:12])=[CH:9][N:10]=2)[N:7]=1. The yield is 0.520. (8) The reactants are C([N:8]1[CH:12]=[C:11]([C:13]2[N:18]=[CH:17][C:16]([NH2:19])=[C:15]([C:20]3[C:21](F)=[N:22][CH:23]=[C:24]([C:26]4[CH:31]=[CH:30][C:29]([CH2:32][N:33]5[CH2:38][CH2:37][CH2:36][CH2:35][CH2:34]5)=[CH:28][CH:27]=4)[CH:25]=3)[CH:14]=2)[N:10]=[N:9]1)C1C=CC=CC=1.C[Si]([N-][Si](C)(C)C)(C)C.[Na+]. The catalyst is O1CCCC1. The product is [NH:8]1[CH:12]=[C:11]([C:13]2[N:18]=[CH:17][C:16]3[NH:19][C:21]4[N:22]=[CH:23][C:24]([C:26]5[CH:31]=[CH:30][C:29]([CH2:32][N:33]6[CH2:38][CH2:37][CH2:36][CH2:35][CH2:34]6)=[CH:28][CH:27]=5)=[CH:25][C:20]=4[C:15]=3[CH:14]=2)[N:10]=[N:9]1. The yield is 0.100. (9) The reactants are C(N1C(C2SC3CCOC4C=C(C5CN([CH2:27][C:28]([NH2:30])=[O:29])C5)C=CC=4C=3N=2)=NC=N1)(C)C.[NH:31]1[CH2:34][CH:33]([C:35]2[CH:36]=[CH:37][C:38]3[O:47][CH2:46][CH2:45][C:44]4[S:43][C:42]([C:48]5[N:49]([CH:53]([CH3:55])[CH3:54])[N:50]=[CH:51][N:52]=5)=[N:41][C:40]=4[C:39]=3[CH:56]=2)[CH2:32]1.BrCC(N)=O. The catalyst is CN(C=O)C. The product is [CH:53]([N:49]1[C:48]([C:42]2[S:43][C:44]3[CH2:45][CH2:46][O:47][C:38]4[CH:37]=[CH:36][C:35]([CH:33]5[CH2:34][N:31]([CH2:27][C:28]([NH2:30])=[O:29])[CH2:32]5)=[CH:56][C:39]=4[C:40]=3[N:41]=2)=[N:52][CH:51]=[N:50]1)([CH3:54])[CH3:55]. The yield is 0.530. (10) The reactants are [Br:1][CH2:2][CH2:3][CH2:4][CH2:5][CH2:6][CH2:7][CH2:8][CH2:9][CH2:10][OH:11].C(=O)(O)[O-].[Na+].[Br-].[K+].S(=O)(O)[O-].[Na+]. The catalyst is O.ClCCl. The product is [Br:1][CH2:2][CH2:3][CH2:4][CH2:5][CH2:6][CH2:7][CH2:8][CH2:9][CH:10]=[O:11]. The yield is 0.940.